Task: Predict the product of the given reaction.. Dataset: Forward reaction prediction with 1.9M reactions from USPTO patents (1976-2016) (1) The product is: [OH:20][CH:21]1[CH2:24][N:23]([C:13]([C:11]2[S:12][C:8]([C:5]3[C:4]([CH3:16])=[C:3]([C:2]([F:1])([F:18])[F:17])[O:7][N:6]=3)=[CH:9][CH:10]=2)=[O:15])[CH2:22]1. Given the reactants [F:1][C:2]([F:18])([F:17])[C:3]1[O:7][N:6]=[C:5]([C:8]2[S:12][C:11]([C:13]([OH:15])=O)=[CH:10][CH:9]=2)[C:4]=1[CH3:16].Cl.[OH:20][CH:21]1[CH2:24][NH:23][CH2:22]1, predict the reaction product. (2) Given the reactants F[B-](F)(F)F.[N+:6]([C:9]1[CH:14]=[CH:13][C:12]([N+:15]#[N:16])=[CH:11][CH:10]=1)([O-:8])=[O:7].[CH2:17]([N:19]1[C:24]2[CH:25]=[C:26]([OH:29])[CH:27]=[CH:28][C:23]=2[O:22][CH2:21][CH2:20]1)[CH3:18].N, predict the reaction product. The product is: [CH2:17]([N:19]1[C:24]2[CH:25]=[C:26]([OH:29])[C:27]([N:16]=[N:15][C:12]3[CH:11]=[CH:10][C:9]([N+:6]([O-:8])=[O:7])=[CH:14][CH:13]=3)=[CH:28][C:23]=2[O:22][CH2:21][CH2:20]1)[CH3:18]. (3) The product is: [I:17][C:18]1[CH:23]=[CH:22][C:21]([O:16][CH:13]2[CH2:14][CH2:15][N:10]([C:3]([O:5][C:6]([CH3:9])([CH3:8])[CH3:7])=[O:4])[CH2:11][CH2:12]2)=[CH:20][CH:19]=1. Given the reactants [H-].[Na+].[C:3]([N:10]1[CH2:15][CH2:14][CH:13]([OH:16])[CH2:12][CH2:11]1)([O:5][C:6]([CH3:9])([CH3:8])[CH3:7])=[O:4].[I:17][C:18]1[CH:23]=[CH:22][C:21](F)=[CH:20][CH:19]=1, predict the reaction product. (4) Given the reactants [Cl:1][C:2]1[CH:18]=[CH:17][C:16]([Cl:19])=[CH:15][C:3]=1[O:4][CH:5]([C:10]1[S:11][CH:12]=[CH:13][CH:14]=1)[CH2:6][CH2:7][CH2:8]I.[CH3:20][N:21]1[CH2:26][CH2:25][NH:24][CH2:23][CH2:22]1.[C:27]([OH:34])(=[O:33])/[CH:28]=[CH:29]/[C:30]([OH:32])=[O:31], predict the reaction product. The product is: [C:27]([OH:34])(=[O:33])/[CH:28]=[CH:29]/[C:30]([OH:32])=[O:31].[C:27]([OH:34])(=[O:33])/[CH:28]=[CH:29]/[C:30]([OH:32])=[O:31].[Cl:1][C:2]1[CH:18]=[CH:17][C:16]([Cl:19])=[CH:15][C:3]=1[O:4][CH:5]([C:10]1[S:11][CH:12]=[CH:13][CH:14]=1)[CH2:6][CH2:7][CH2:8][N:24]1[CH2:25][CH2:26][N:21]([CH3:20])[CH2:22][CH2:23]1. (5) The product is: [Cl:1][C:2]1[CH:7]=[C:6]([C:8]#[C:9][C:10]2[N:11]=[C:12]([CH3:15])[N:13]([CH2:17][CH:18]([CH3:20])[CH3:19])[CH:14]=2)[CH:5]=[CH:4][N:3]=1. Given the reactants [Cl:1][C:2]1[CH:7]=[C:6]([C:8]#[C:9][C:10]2[N:11]=[C:12]([CH3:15])[NH:13][CH:14]=2)[CH:5]=[CH:4][N:3]=1.Br[CH2:17][CH:18]([CH3:20])[CH3:19], predict the reaction product. (6) The product is: [Cl:22][C:19]1[CH:18]=[CH:17][C:16]([C:7]2[C:6](=[O:23])[C:5]3[CH:4]=[CH:3][C:2]4[NH:1][C:24](=[O:25])[O:12][C:11]=4[C:10]=3[O:9][C:8]=2[CH:13]([CH3:14])[CH3:15])=[CH:21][CH:20]=1. Given the reactants [NH2:1][C:2]1[C:11]([OH:12])=[C:10]2[C:5]([C:6](=[O:23])[C:7]([C:16]3[CH:21]=[CH:20][C:19]([Cl:22])=[CH:18][CH:17]=3)=[C:8]([CH:13]([CH3:15])[CH3:14])[O:9]2)=[CH:4][CH:3]=1.[C:24](Cl)(Cl)=[O:25].C(N(CC)CC)C, predict the reaction product. (7) Given the reactants [NH2:1][C:2]1[CH:7]=[CH:6][C:5]([C:8]2[CH:12]=[C:11]([C:13]([O:15][CH2:16][CH3:17])=[O:14])[O:10][N:9]=2)=[CH:4][C:3]=1[CH3:18].[F:19][C:20]1[CH:25]=[CH:24][CH:23]=[C:22]([F:26])[C:21]=1[N:27]=[C:28]=[O:29], predict the reaction product. The product is: [F:19][C:20]1[CH:25]=[CH:24][CH:23]=[C:22]([F:26])[C:21]=1[NH:27][C:28](=[O:29])[NH:1][C:2]1[CH:7]=[CH:6][C:5]([C:8]2[CH:12]=[C:11]([C:13]([O:15][CH2:16][CH3:17])=[O:14])[O:10][N:9]=2)=[CH:4][C:3]=1[CH3:18].